From a dataset of Forward reaction prediction with 1.9M reactions from USPTO patents (1976-2016). Predict the product of the given reaction. (1) Given the reactants [CH3:1][CH:2]1[CH2:7][CH2:6][CH2:5][CH2:4][CH:3]1[N:8]([CH2:22][C:23]1[CH:31]=[CH:30][C:26]([C:27]([O-:29])=[O:28])=[CH:25][CH:24]=1)[S:9]([C:12]1[CH:13]=[N:14][C:15]([C:18]([F:21])([F:20])[F:19])=[CH:16][CH:17]=1)(=[O:11])=[O:10].O.[OH-].[Li+].O, predict the reaction product. The product is: [CH3:1][CH:2]1[CH2:7][CH2:6][CH2:5][CH2:4][CH:3]1[N:8]([CH2:22][C:23]1[CH:31]=[CH:30][C:26]([C:27]([OH:29])=[O:28])=[CH:25][CH:24]=1)[S:9]([C:12]1[CH:13]=[N:14][C:15]([C:18]([F:20])([F:21])[F:19])=[CH:16][CH:17]=1)(=[O:11])=[O:10]. (2) The product is: [CH2:1]([O:3][C:4]([C:6]1([CH2:10][NH2:11])[CH2:9][CH2:8][CH2:7]1)=[O:5])[CH3:2]. Given the reactants [CH2:1]([O:3][C:4]([C:6]1([C:10]#[N:11])[CH2:9][CH2:8][CH2:7]1)=[O:5])[CH3:2].[H][H], predict the reaction product. (3) Given the reactants [NH2:1][C:2]1[C:3]([C:23]2[CH:32]=[CH:31][C:26]([C:27]([O:29][CH3:30])=[O:28])=[C:25]([F:33])[CH:24]=2)=[N:4][C:5]([C:8]2[CH2:13][CH2:12][CH:11]([CH2:14][O:15]CC3C=CC=CC=3)[CH2:10][CH:9]=2)=[CH:6][N:7]=1.CO, predict the reaction product. The product is: [NH2:1][C:2]1[C:3]([C:23]2[CH:32]=[CH:31][C:26]([C:27]([O:29][CH3:30])=[O:28])=[C:25]([F:33])[CH:24]=2)=[N:4][C:5]([CH:8]2[CH2:13][CH2:12][CH:11]([CH2:14][OH:15])[CH2:10][CH2:9]2)=[CH:6][N:7]=1. (4) Given the reactants [Br:1][C:2]1[CH:3]=[CH:4][C:5]([Cl:22])=[C:6]([CH:21]=1)[O:7][C:8]1[CH:13]=[CH:12][C:11]([C:14]2[N:18]=[C:17]([C:19]#[N:20])[O:16][N:15]=2)=[CH:10][CH:9]=1.[N-:23]=[N+:24]=[N-:25].[Na+].[Cl-].[NH4+], predict the reaction product. The product is: [Br:1][C:2]1[CH:3]=[CH:4][C:5]([Cl:22])=[C:6]([CH:21]=1)[O:7][C:8]1[CH:9]=[CH:10][C:11]([C:14]2[N:18]=[C:17]([C:19]3[NH:25][N:24]=[N:23][N:20]=3)[O:16][N:15]=2)=[CH:12][CH:13]=1. (5) Given the reactants FC(F)(F)C(O)=O.[CH2:8]([S:15]([NH:18][C:19]1[CH:31]=[C:30]([CH2:32][CH2:33][C:34]2[CH:39]=[CH:38][CH:37]=[CH:36][CH:35]=2)[CH:29]=[CH:28][C:20]=1[C:21]([O:23]C(C)(C)C)=[O:22])(=[O:17])=[O:16])[C:9]1[CH:14]=[CH:13][CH:12]=[CH:11][CH:10]=1, predict the reaction product. The product is: [CH2:8]([S:15]([NH:18][C:19]1[CH:31]=[C:30]([CH2:32][CH2:33][C:34]2[CH:39]=[CH:38][CH:37]=[CH:36][CH:35]=2)[CH:29]=[CH:28][C:20]=1[C:21]([OH:23])=[O:22])(=[O:16])=[O:17])[C:9]1[CH:10]=[CH:11][CH:12]=[CH:13][CH:14]=1. (6) Given the reactants [CH2:1]([O:3][C:4](=[O:18])[C:5](=O)[CH:6]([CH3:16])[C:7]([C:9]1[CH:14]=[CH:13][CH:12]=[C:11]([Br:15])[CH:10]=1)=O)[CH3:2].BrC1C=C(C(=O)CC)C=CC=1.C(OCC)(=O)C(OCC)=O.O.[NH2:41][NH2:42], predict the reaction product. The product is: [CH2:1]([O:3][C:4]([C:5]1[C:6]([CH3:16])=[C:7]([C:9]2[CH:14]=[CH:13][CH:12]=[C:11]([Br:15])[CH:10]=2)[NH:42][N:41]=1)=[O:18])[CH3:2]. (7) Given the reactants Br[C:2]1[CH:3]=[C:4]([CH:9]=[CH:10][CH:11]=1)[C:5]([O:7][CH3:8])=[O:6].[C:12]1(B(O)O)[CH:17]=[CH:16][CH:15]=[CH:14][CH:13]=1.C(=O)([O-])[O-].[Na+].[Na+].C1(C)C=CC=CC=1, predict the reaction product. The product is: [C:12]1([C:2]2[CH:3]=[C:4]([CH:9]=[CH:10][CH:11]=2)[C:5]([O:7][CH3:8])=[O:6])[CH:17]=[CH:16][CH:15]=[CH:14][CH:13]=1. (8) Given the reactants [F:1][C:2]1[CH:7]=[CH:6][C:5]([CH:8]([N:16]2[CH2:21][CH2:20][N:19]([CH:22]([CH3:24])[CH3:23])[CH2:18][CH2:17]2)[CH2:9][N:10]2[CH2:15][CH2:14][NH:13][CH2:12][CH2:11]2)=[CH:4][CH:3]=1.[ClH:25].O1CCOCC1, predict the reaction product. The product is: [ClH:25].[ClH:25].[ClH:25].[ClH:25].[F:1][C:2]1[CH:7]=[CH:6][C:5]([CH:8]([N:16]2[CH2:17][CH2:18][N:19]([CH:22]([CH3:24])[CH3:23])[CH2:20][CH2:21]2)[CH2:9][N:10]2[CH2:15][CH2:14][NH:13][CH2:12][CH2:11]2)=[CH:4][CH:3]=1.